Dataset: Forward reaction prediction with 1.9M reactions from USPTO patents (1976-2016). Task: Predict the product of the given reaction. Given the reactants [Br:1][C:2]1[C:7]([OH:8])=[CH:6][CH:5]=[CH:4][C:3]=1[OH:9].[C:10](OC(=O)C)(=[O:12])[CH3:11], predict the reaction product. The product is: [C:10]([O:9][C:3]1[CH:4]=[CH:5][CH:6]=[C:7]([OH:8])[C:2]=1[Br:1])(=[O:12])[CH3:11].